Dataset: Forward reaction prediction with 1.9M reactions from USPTO patents (1976-2016). Task: Predict the product of the given reaction. (1) Given the reactants [CH2:1]1[NH:6][CH2:5][CH2:4][N:3]2[CH2:7][CH2:8][CH2:9][CH2:10][CH:2]12.[C:11](#[N:14])[CH:12]=C, predict the reaction product. The product is: [CH2:1]1[N:6]([CH2:12][C:11]#[N:14])[CH2:5][CH2:4][N:3]2[CH2:7][CH2:8][CH2:9][CH2:10][CH:2]12. (2) Given the reactants [CH2:1]([C:6]([C:16]1[CH:21]=[CH:20][CH:19]=[CH:18][CH:17]=1)([CH2:11][CH2:12][CH:13]([CH3:15])[CH3:14])[C:7]([O:9]C)=[O:8])[CH2:2][CH:3]([CH3:5])[CH3:4].C1(C(CCC)(CCC)C(OC)=O)C=CC=CC=1, predict the reaction product. The product is: [CH2:1]([C:6]([C:16]1[CH:17]=[CH:18][CH:19]=[CH:20][CH:21]=1)([CH2:11][CH2:12][CH:13]([CH3:14])[CH3:15])[C:7]([OH:9])=[O:8])[CH2:2][CH:3]([CH3:5])[CH3:4]. (3) Given the reactants [NH2:1][C:2]1[N:3]=[C:4]([C:19]2[CH:24]=[CH:23][CH:22]=[CH:21][CH:20]=2)[C:5]([C:9]2[CH:10]=[CH:11][C:12](=[O:18])[N:13]([CH:15]([CH3:17])[CH3:16])[CH:14]=2)=[N:6][C:7]=1Br.[C:25]([NH2:29])(=[O:28])[CH:26]=[CH2:27].CC1C=CC=CC=1P(C1C=CC=CC=1C)C1C=CC=CC=1C.CCN(CC)CC, predict the reaction product. The product is: [NH2:1][C:2]1[C:7](/[CH:27]=[CH:26]/[C:25]([NH2:29])=[O:28])=[N:6][C:5]([C:9]2[CH:10]=[CH:11][C:12](=[O:18])[N:13]([CH:15]([CH3:17])[CH3:16])[CH:14]=2)=[C:4]([C:19]2[CH:24]=[CH:23][CH:22]=[CH:21][CH:20]=2)[N:3]=1. (4) The product is: [CH3:1][C:2]12[C:13](=[O:14])[C:4]([CH3:8])([CH2:5][CH2:6][CH2:7]1)[CH2:3][N:12]([CH3:15])[CH2:11]2. Given the reactants [CH3:1][CH:2]1[CH2:7][CH2:6][CH2:5][CH:4]([CH3:8])[C:3]1=O.Cl.[CH3:11][NH2:12].[CH2:13]=[O:14].[C:15](O)(=O)C, predict the reaction product. (5) The product is: [N:8]1([C:6]2[C:5]3[N:21]=[C:32]([C:23]4[CH:28]=[CH:27][C:26]([CH3:29])=[CH:25][CH:24]=4)[S:22][C:4]=3[N:3]=[C:2]([NH2:1])[N:7]=2)[CH2:9][CH2:10][NH:11][CH2:12][CH2:13]1. Given the reactants [NH2:1][C:2]1[N:7]=[C:6]([N:8]2[CH2:13][CH2:12][N:11](C(OC(C)(C)C)=O)[CH2:10][CH2:9]2)[C:5]([NH2:21])=[C:4]([SH:22])[N:3]=1.[C:23]1([CH3:32])[CH:28]=[CH:27][C:26]([C:29](Cl)=O)=[CH:25][CH:24]=1, predict the reaction product. (6) Given the reactants C(OC([NH:11][CH2:12][CH2:13][CH2:14][CH2:15][C@@H:16]([C:25]([OH:27])=O)[NH:17][C:18]([O:20][C:21]([CH3:24])([CH3:23])[CH3:22])=[O:19])=O)C1C=CC=CC=1.[NH:28]1[CH2:32][CH2:31][CH2:30][CH2:29]1, predict the reaction product. The product is: [C:21]([O:20][C:18]([NH:17][C@H:16]([C:25](=[O:27])[N:28]1[CH2:32][CH2:31][CH2:30][CH2:29]1)[CH2:15][CH2:14][CH2:13][CH2:12][NH2:11])=[O:19])([CH3:22])([CH3:23])[CH3:24]. (7) Given the reactants N([O-])=O.[Na+].N[C:6]1[CH:16]=[CH:15][C:9]([C:10]([O:12][CH2:13][CH3:14])=[O:11])=[CH:8][CH:7]=1.F[B-](F)(F)F.[H+].[O:23]1[CH2:27][CH:26]=[CH:25][CH2:24]1.[CH3:28][OH:29], predict the reaction product. The product is: [CH2:13]([O:12][C:10](=[O:11])[C:9]1[CH:15]=[CH:16][C:6]([CH:25]2[CH2:26][CH:27]([O:29][CH3:28])[O:23][CH2:24]2)=[CH:7][CH:8]=1)[CH3:14].